Dataset: Forward reaction prediction with 1.9M reactions from USPTO patents (1976-2016). Task: Predict the product of the given reaction. Given the reactants [N:1]1[CH:6]=[CH:5][C:4]([C:7]2[CH:8]=[C:9]([C:16]([O:18][CH3:19])=[O:17])[C:10]3[CH2:11][CH2:12][NH:13][C:14]=3[CH:15]=2)=[CH:3][CH:2]=1.CN(C(ON1N=NC2C=CC=CC1=2)=[N+](C)C)C.F[P-](F)(F)(F)(F)F.[C:44]([O:48][C:49]([C@@H:51]([CH2:55][C:56]1[CH:61]=[CH:60][CH:59]=[CH:58][CH:57]=1)[C:52](O)=[O:53])=[O:50])([CH3:47])([CH3:46])[CH3:45].CCN(C(C)C)C(C)C, predict the reaction product. The product is: [C:44]([O:48][C:49]([C@@H:51]([CH2:55][C:56]1[CH:57]=[CH:58][CH:59]=[CH:60][CH:61]=1)[C:52]([N:13]1[C:14]2[CH:15]=[C:7]([C:4]3[CH:5]=[CH:6][N:1]=[CH:2][CH:3]=3)[CH:8]=[C:9]([C:16]([O:18][CH3:19])=[O:17])[C:10]=2[CH2:11][CH2:12]1)=[O:53])=[O:50])([CH3:47])([CH3:45])[CH3:46].